Predict the reactants needed to synthesize the given product. From a dataset of Full USPTO retrosynthesis dataset with 1.9M reactions from patents (1976-2016). (1) Given the product [OH:10][C:11]1[CH:12]=[C:13]([NH:14][C:2]2[N:7]=[C:6]([NH:14][C:13]3[CH:15]=[CH:16][C:17]([O:18][CH3:19])=[C:11]([OH:10])[CH:12]=3)[C:5]([F:9])=[CH:4][N:3]=2)[CH:15]=[CH:16][C:17]=1[O:18][CH3:19], predict the reactants needed to synthesize it. The reactants are: Cl[C:2]1[N:7]=[C:6](Cl)[C:5]([F:9])=[CH:4][N:3]=1.[OH:10][C:11]1[CH:12]=[C:13]([CH:15]=[CH:16][C:17]=1[O:18][CH3:19])[NH2:14]. (2) Given the product [Cl:23][CH2:22][CH2:21][CH2:20][CH:9]([P:4]([O:3][CH2:1][CH3:2])([O:6][CH2:7][CH3:8])=[O:5])[C:10]([O:12][C:13]([CH3:14])([CH3:16])[CH3:15])=[O:11], predict the reactants needed to synthesize it. The reactants are: [CH2:1]([O:3][P:4]([CH2:9][C:10]([O:12][C:13]([CH3:16])([CH3:15])[CH3:14])=[O:11])([O:6][CH2:7][CH3:8])=[O:5])[CH3:2].[H-].[Na+].Br[CH2:20][CH2:21][CH2:22][Cl:23].[Cl-].[NH4+]. (3) Given the product [CH3:10][C:11]1[N:16]=[C:15]([S:17][CH2:3][C:4]2[CH:5]=[N:6][CH:7]=[CH:8][CH:9]=2)[N:14]=[C:13]([OH:18])[CH:12]=1, predict the reactants needed to synthesize it. The reactants are: [Br-].Br[CH2:3][C:4]1[CH:5]=[NH+:6][CH:7]=[CH:8][CH:9]=1.[CH3:10][C:11]1[N:16]=[C:15]([SH:17])[N:14]=[C:13]([OH:18])[CH:12]=1.C(N(CC)CC)C. (4) The reactants are: [Cl:1][C:2]1[CH:7]=[CH:6][CH:5]=[CH:4][C:3]=1[C:8]1[CH:13]=[CH:12][N:11]=[CH:10][C:9]=1[NH:14][CH3:15].C(N(C(C)C)C(C)C)C.[F:25][C:26]([F:44])([F:43])[C:27]1[CH:28]=[C:29]([C:37]([CH3:42])([CH3:41])[C:38](Cl)=[O:39])[CH:30]=[C:31]([C:33]([F:36])([F:35])[F:34])[CH:32]=1.C(=O)(O)[O-].[Na+]. Given the product [F:34][C:33]([F:35])([F:36])[C:31]1[CH:30]=[C:29]([C:37]([CH3:41])([CH3:42])[C:38]([N:14]([C:9]2[CH:10]=[N:11][CH:12]=[CH:13][C:8]=2[C:3]2[CH:4]=[CH:5][CH:6]=[CH:7][C:2]=2[Cl:1])[CH3:15])=[O:39])[CH:28]=[C:27]([C:26]([F:43])([F:25])[F:44])[CH:32]=1, predict the reactants needed to synthesize it. (5) Given the product [CH3:16][Si:13]([CH:8]([Si:9]([CH3:12])([CH3:11])[CH3:10])[N:4]1[C:3](=[O:17])[C@H:2]([N:1]2[C@H:35]([C:41]3[CH:46]=[CH:45][CH:44]=[CH:43][CH:42]=3)[CH2:34][O:33][C:32]2=[O:31])[C:5]1([CH3:7])[CH3:6])([CH3:15])[CH3:14], predict the reactants needed to synthesize it. The reactants are: [NH2:1][C@H:2]1[C:5]([CH3:7])([CH3:6])[N:4]([CH:8]([Si:13]([CH3:16])([CH3:15])[CH3:14])[Si:9]([CH3:12])([CH3:11])[CH3:10])[C:3]1=[O:17].C[Si](C([Si](C)(C)C)N=C(C)C)(C)C.[O:31]=[C:32]1N(CC(O)=O)[C@H:35]([C:41]2[CH:46]=[CH:45][CH:44]=[CH:43][CH:42]=2)[CH2:34][O:33]1. (6) The reactants are: [F:1][C:2]1[CH:7]=[CH:6][C:5]([C:8]2[C:12]([CH2:13][OH:14])=[C:11](/[CH:15]=[CH:16]/[C:17]3[CH:22]=[CH:21][CH:20]=[CH:19][CH:18]=3)[O:10][N:9]=2)=[CH:4][CH:3]=1.[CH2:23]([O:25][C:26]([C:28]1[CH:33]=[CH:32][C:31](O)=[CH:30][N:29]=1)=[O:27])[CH3:24].C1(P(C2C=CC=CC=2)C2C=CC=CC=2)C=CC=CC=1.N(C(OCC)=O)=NC(OCC)=O. Given the product [CH2:23]([O:25][C:26]([C:28]1[CH:33]=[CH:32][C:31]([O:14][CH2:13][C:12]2[C:8]([C:5]3[CH:4]=[CH:3][C:2]([F:1])=[CH:7][CH:6]=3)=[N:9][O:10][C:11]=2/[CH:15]=[CH:16]/[C:17]2[CH:18]=[CH:19][CH:20]=[CH:21][CH:22]=2)=[CH:30][N:29]=1)=[O:27])[CH3:24], predict the reactants needed to synthesize it.